Dataset: Forward reaction prediction with 1.9M reactions from USPTO patents (1976-2016). Task: Predict the product of the given reaction. (1) Given the reactants [Cl:1][C:2]1[N:7]=[N:6][C:5]([N:8]2[CH2:11][CH:10]([OH:12])[CH2:9]2)=[CH:4][CH:3]=1.[CH3:13]N(C=O)C.[H-].[Na+].CI, predict the reaction product. The product is: [Cl:1][C:2]1[N:7]=[N:6][C:5]([N:8]2[CH2:9][CH:10]([O:12][CH3:13])[CH2:11]2)=[CH:4][CH:3]=1. (2) Given the reactants [OH:1][C:2]1[CH:3]=[C:4]([CH2:8][CH2:9][NH:10][C:11](=[O:17])[O:12][C:13]([CH3:16])([CH3:15])[CH3:14])[CH:5]=[CH:6][CH:7]=1.C(=O)([O-])[O-].[K+].[K+].Br[CH2:25][CH:26]=[CH2:27], predict the reaction product. The product is: [CH2:27]([O:1][C:2]1[CH:3]=[C:4]([CH2:8][CH2:9][NH:10][C:11](=[O:17])[O:12][C:13]([CH3:14])([CH3:16])[CH3:15])[CH:5]=[CH:6][CH:7]=1)[CH:26]=[CH2:25]. (3) Given the reactants [F-].[Cs+].Cl[C:4]1[CH:21]=[CH:20][C:19]2[C:6](=[CH:7][C:8]3[C:17]([CH:18]=2)=[CH:16][C:15]2[C:10](=[CH:11][CH:12]=[CH:13][CH:14]=2)[CH:9]=3)[CH:5]=1.C([Sn](CCCC)(CCCC)[C:27]1[S:31][C:30]([C:32]2[S:33][CH:34]=[CH:35][CH:36]=2)=[CH:29][CH:28]=1)CCC.P(C(C)(C)C)(C(C)(C)C)C(C)(C)C, predict the reaction product. The product is: [CH:5]1[C:6]2[C:19](=[CH:18][C:17]3[C:8]([CH:7]=2)=[CH:9][C:10]2[C:15](=[CH:14][CH:13]=[CH:12][CH:11]=2)[CH:16]=3)[CH:20]=[CH:21][C:4]=1[C:27]1[S:31][C:30]([C:32]2[S:33][CH:34]=[CH:35][CH:36]=2)=[CH:29][CH:28]=1. (4) Given the reactants [Br:1][C:2]1[CH:9]=[CH:8][C:5]([CH:6]=O)=[CH:4][CH:3]=1.[CH3:10][C@@H:11]1[CH2:16][NH:15][CH2:14][C@H:13]([CH3:17])[N:12]1[C:18]([O:20][C:21]([CH3:24])([CH3:23])[CH3:22])=[O:19].C(O[BH-](OC(=O)C)OC(=O)C)(=O)C.[Na+].C([O-])(O)=O.[Na+], predict the reaction product. The product is: [Br:1][C:2]1[CH:9]=[CH:8][C:5]([CH2:6][N:15]2[CH2:16][C@H:11]([CH3:10])[N:12]([C:18]([O:20][C:21]([CH3:22])([CH3:24])[CH3:23])=[O:19])[C@H:13]([CH3:17])[CH2:14]2)=[CH:4][CH:3]=1. (5) Given the reactants [CH2:1]([O:8][N:9]1[C:15](=[O:16])[N:14]2[CH2:17][C@H:10]1[CH2:11][CH2:12][C@H:13]2[C:18]([OH:20])=O)[C:2]1[CH:7]=[CH:6][CH:5]=[CH:4][CH:3]=1.[C:21]([O:25][C:26](=[O:39])[NH:27][C:28]1[CH:33]=[CH:32][C:31]([CH2:34][C:35]([NH:37][NH2:38])=[O:36])=[CH:30][CH:29]=1)([CH3:24])([CH3:23])[CH3:22], predict the reaction product. The product is: [C:21]([O:25][C:26](=[O:39])[NH:27][C:28]1[CH:33]=[CH:32][C:31]([CH2:34][C:35]([NH:37][NH:38][C:18]([C@@H:13]2[CH2:12][CH2:11][C@@H:10]3[CH2:17][N:14]2[C:15](=[O:16])[N:9]3[O:8][CH2:1][C:2]2[CH:3]=[CH:4][CH:5]=[CH:6][CH:7]=2)=[O:20])=[O:36])=[CH:30][CH:29]=1)([CH3:24])([CH3:22])[CH3:23]. (6) Given the reactants Cl[C:2]1[N:7]=[CH:6][C:5]2[C:8]([C:29]([O:31][CH3:32])=[O:30])=[N:9][N:10]([C:11]3[CH:16]=[CH:15][CH:14]=[C:13]([C:17]#[C:18][C:19]4([OH:28])[C:23]5=[N:24][CH:25]=[CH:26][CH:27]=[C:22]5[CH2:21][CH2:20]4)[CH:12]=3)[C:4]=2[CH:3]=1.[CH3:33][N:34](C=O)C, predict the reaction product. The product is: [C:33]([C:2]1[N:7]=[CH:6][C:5]2[C:8]([C:29]([O:31][CH3:32])=[O:30])=[N:9][N:10]([C:11]3[CH:16]=[CH:15][CH:14]=[C:13]([C:17]#[C:18][C:19]4([OH:28])[C:23]5=[N:24][CH:25]=[CH:26][CH:27]=[C:22]5[CH2:21][CH2:20]4)[CH:12]=3)[C:4]=2[CH:3]=1)#[N:34]. (7) Given the reactants C([O:3][C:4](=O)[CH2:5][CH2:6][CH2:7][CH:8]1[CH2:12][CH2:11][N:10]([C:13]([O:15][C:16]([CH3:19])([CH3:18])[CH3:17])=[O:14])[CH2:9]1)C.[Li], predict the reaction product. The product is: [OH:3][CH2:4][CH2:5][CH2:6][CH2:7][CH:8]1[CH2:12][CH2:11][N:10]([C:13]([O:15][C:16]([CH3:19])([CH3:18])[CH3:17])=[O:14])[CH2:9]1.